Dataset: Forward reaction prediction with 1.9M reactions from USPTO patents (1976-2016). Task: Predict the product of the given reaction. (1) The product is: [N:44]1([C:2]2[C:11]([C:12]3[CH:13]=[CH:14][CH:15]=[CH:16][CH:17]=3)=[C:10]([Cl:18])[C:9]3[C:4](=[CH:5][CH:6]=[C:7]([C:19]([C:31]4[N:35]([CH3:36])[CH:34]=[N:33][CH:32]=4)([C:21]4[CH:22]=[N:23][C:24]([C:27]([F:28])([F:30])[F:29])=[CH:25][CH:26]=4)[OH:20])[CH:8]=3)[N:3]=2)[CH2:47][CH2:46][CH2:45]1. Given the reactants Cl[C:2]1[C:11]([C:12]2[CH:17]=[CH:16][CH:15]=[CH:14][CH:13]=2)=[C:10]([Cl:18])[C:9]2[C:4](=[CH:5][CH:6]=[C:7]([C:19]([C:31]3[N:35]([CH3:36])[CH:34]=[N:33][CH:32]=3)([C:21]3[CH:22]=[N:23][C:24]([C:27]([F:30])([F:29])[F:28])=[CH:25][CH:26]=3)[OH:20])[CH:8]=2)[N:3]=1.C(O)(C(F)(F)F)=O.[NH:44]1[CH2:47][CH2:46][CH2:45]1.CN(C)C=O, predict the reaction product. (2) Given the reactants [NH:1]1[CH:5]=[CH:4][N:3]=[CH:2]1.C(=O)(O)[O-].[Na+].[CH:11]([O:24][C:25]([C@H:27]1[C@:33]([CH2:35]Cl)([CH3:34])[S:32][C@H:31]2[N:28]1[C:29](=[O:37])[CH2:30]2)=[O:26])([C:18]1[CH:23]=[CH:22][CH:21]=[CH:20][CH:19]=1)[C:12]1[CH:17]=[CH:16][CH:15]=[CH:14][CH:13]=1, predict the reaction product. The product is: [CH:11]([O:24][C:25]([C@H:27]1[C@@:33]([CH2:34][N:1]2[CH:5]=[CH:4][N:3]=[CH:2]2)([CH3:35])[S:32][C@H:31]2[N:28]1[C:29](=[O:37])[CH2:30]2)=[O:26])([C:12]1[CH:13]=[CH:14][CH:15]=[CH:16][CH:17]=1)[C:18]1[CH:19]=[CH:20][CH:21]=[CH:22][CH:23]=1. (3) Given the reactants NC[C:3]1[CH:4]=[CH:5][C:6]([O:38][CH3:39])=[C:7]([N:9]2[C:17]([CH:18]([CH3:20])[CH3:19])=[C:16]3[C:11]([NH:12][C:13](=[O:37])[N:14]([C:29]4[CH:34]=[C:33](Cl)C=C[C:30]=4C)[CH:15]3[C:21]3[CH:26]=[CH:25][C:24]([Cl:27])=[CH:23][C:22]=3[CH3:28])=[N:10]2)[CH:8]=1.NCC1C=CC(OC)=C(N2C(C(C)C)=[C:55]3[C:50]([NH:51][C:52](=[O:77])N(C4C=C(Cl)C(=O)N(C)C=4)C3C3C=CC(Cl)=CC=3C)=N2)C=1.ClC1C(=O)N(C)C=C(N2C(C3C=CC(Cl)=CC=3C)C3=C(C(C)C)N(C4C(OC)=NC(OC)=NC=4)N=C3NC2=O)C=1.ClC1C=C(N2C(C3C=CC(Cl)=CC=3C)C3=C(C(C)C)N(C4C(OC)=NC(OC)=NC=4)N=C3NC2=O)C(=O)N(C)C=1, predict the reaction product. The product is: [Cl:27][C:24]1[CH:25]=[CH:26][C:21]([CH:15]2[N:14]([C:29]3[CH:34]=[CH:33][C:52](=[O:77])[N:51]([CH2:50][CH3:55])[CH:30]=3)[C:13](=[O:37])[NH:12][C:11]3=[N:10][N:9]([C:7]4[CH:8]=[CH:3][CH:4]=[CH:5][C:6]=4[O:38][CH3:39])[C:17]([CH:18]([CH3:19])[CH3:20])=[C:16]23)=[C:22]([CH3:28])[CH:23]=1. (4) Given the reactants O[C:2]1[N:7]=[CH:6][C:5]2=[C:8]([CH3:23])[CH:9]=[C:10]([C:11]3[CH:16]=[CH:15][CH:14]=[CH:13][C:12]=3[N:17]([CH3:22])[S:18]([CH3:21])(=[O:20])=[O:19])[N:4]2[N:3]=1.C(N(CC)C(C)C)(C)C.C1C=CC(N(S(C(F)(F)F)(=O)=O)S(C(F)(F)F)(=O)=O)=CC=1.C(OC([N:61]1[CH2:66][CH2:65][CH:64]([C:67]2[CH:72]=[CH:71][C:70]([NH2:73])=[C:69]([O:74][CH3:75])[CH:68]=2)[CH2:63][CH2:62]1)=O)(C)(C)C.C(Cl)Cl.FC(F)(F)C(O)=O, predict the reaction product. The product is: [CH3:75][O:74][C:69]1[CH:68]=[C:67]([CH:64]2[CH2:63][CH2:62][NH:61][CH2:66][CH2:65]2)[CH:72]=[CH:71][C:70]=1[NH:73][C:2]1[N:7]=[CH:6][C:5]2=[C:8]([CH3:23])[CH:9]=[C:10]([C:11]3[CH:16]=[CH:15][CH:14]=[CH:13][C:12]=3[N:17]([CH3:22])[S:18]([CH3:21])(=[O:20])=[O:19])[N:4]2[N:3]=1. (5) Given the reactants [CH2:1]1[CH2:6][C@H:5]([C@H:7]([C:14]([OH:16])=[O:15])[C:8]2[CH:13]=[CH:12][CH:11]=[CH:10][CH:9]=2)[NH:4][CH2:3][CH2:2]1.[ClH:17].[CH3:18]O, predict the reaction product. The product is: [CH3:18][O:15][C:14]([C@H:7]([C:8]1[CH:9]=[CH:10][CH:11]=[CH:12][CH:13]=1)[C@@H:5]1[NH:4][CH2:3][CH2:2][CH2:1][CH2:6]1)=[O:16].[ClH:17].